This data is from Forward reaction prediction with 1.9M reactions from USPTO patents (1976-2016). The task is: Predict the product of the given reaction. Given the reactants [NH2:1][C:2]1[N:6]([C:7]2[CH:12]=[CH:11][CH:10]=[C:9]([CH3:13])[C:8]=2[CH3:14])[N:5]=[CH:4][C:3]=1[C:15]([NH2:17])=[O:16].[CH:18]1([CH2:23][C:24](OC)=O)[CH2:22][CH2:21][CH2:20][CH2:19]1.[H-].[Na+].Cl.[Cl-].[Na+], predict the reaction product. The product is: [CH:18]1([CH2:23][C:24]2[NH:17][C:15](=[O:16])[C:3]3[CH:4]=[N:5][N:6]([C:7]4[CH:12]=[CH:11][CH:10]=[C:9]([CH3:13])[C:8]=4[CH3:14])[C:2]=3[N:1]=2)[CH2:22][CH2:21][CH2:20][CH2:19]1.